Dataset: Full USPTO retrosynthesis dataset with 1.9M reactions from patents (1976-2016). Task: Predict the reactants needed to synthesize the given product. (1) Given the product [Cl:21][C:22]1[CH:23]=[C:24]([CH:27]=[CH:28][C:29]=1[F:30])[CH2:25][NH:26][C:14]([C:9]1[N:8]=[C:7]2[N:6]([C:11](=[O:12])[C:10]=1[OH:13])[CH2:5][C:4](=[O:19])[N:3]([CH3:20])[N:2]2[CH3:1])=[O:16], predict the reactants needed to synthesize it. The reactants are: [CH3:1][N:2]1[C:7]2=[N:8][C:9]([C:14]([O:16]CC)=O)=[C:10]([OH:13])[C:11](=[O:12])[N:6]2[CH2:5][C:4](=[O:19])[N:3]1[CH3:20].[Cl:21][C:22]1[CH:23]=[C:24]([CH:27]=[CH:28][C:29]=1[F:30])[CH2:25][NH2:26]. (2) Given the product [C:1]1([CH3:13])[CH:2]=[CH:3][C:4]([C:7]2([C:10]([O:12][CH3:15])=[O:11])[CH2:9][CH2:8]2)=[CH:5][CH:6]=1, predict the reactants needed to synthesize it. The reactants are: [C:1]1([CH3:13])[CH:6]=[CH:5][C:4]([C:7]2([C:10]([OH:12])=[O:11])[CH2:9][CH2:8]2)=[CH:3][CH:2]=1.O.[C:15]1(C)C=CC(S(O)(=O)=O)=CC=1.